Dataset: NCI-60 drug combinations with 297,098 pairs across 59 cell lines. Task: Regression. Given two drug SMILES strings and cell line genomic features, predict the synergy score measuring deviation from expected non-interaction effect. Drug 1: CC1C(C(CC(O1)OC2CC(OC(C2O)C)OC3=CC4=CC5=C(C(=O)C(C(C5)C(C(=O)C(C(C)O)O)OC)OC6CC(C(C(O6)C)O)OC7CC(C(C(O7)C)O)OC8CC(C(C(O8)C)O)(C)O)C(=C4C(=C3C)O)O)O)O. Drug 2: CC12CCC3C(C1CCC2O)C(CC4=C3C=CC(=C4)O)CCCCCCCCCS(=O)CCCC(C(F)(F)F)(F)F. Cell line: MCF7. Synergy scores: CSS=38.4, Synergy_ZIP=-7.26, Synergy_Bliss=-6.70, Synergy_Loewe=-9.67, Synergy_HSA=3.44.